From a dataset of Peptide-MHC class I binding affinity with 185,985 pairs from IEDB/IMGT. Regression. Given a peptide amino acid sequence and an MHC pseudo amino acid sequence, predict their binding affinity value. This is MHC class I binding data. The peptide sequence is SLMEHWALG. The MHC is HLA-A02:01 with pseudo-sequence HLA-A02:01. The binding affinity (normalized) is 0.739.